From a dataset of Forward reaction prediction with 1.9M reactions from USPTO patents (1976-2016). Predict the product of the given reaction. (1) Given the reactants [CH3:1][N:2]1[C:6]([O:7][S:8]([C:11]([F:14])([F:13])[F:12])(=[O:10])=[O:9])=[CH:5][C:4]([C:15]([F:18])([F:17])[F:16])=[N:3]1.[CH3:19]C1SC(C2C=NC=CC=2)=NC=1OS(C(F)(F)F)(=O)=O.C(O)(=O)C(O)=O.C(NN)C, predict the reaction product. The product is: [CH2:1]([N:2]1[C:6]([O:7][S:8]([C:11]([F:14])([F:12])[F:13])(=[O:10])=[O:9])=[CH:5][C:4]([C:15]([F:18])([F:16])[F:17])=[N:3]1)[CH3:19]. (2) Given the reactants [CH2:1]([O:8][C:9]([N:11]1[CH2:16][CH2:15][N:14]([C:17]([O:19][C:20]([CH3:23])([CH3:22])[CH3:21])=[O:18])[C@H:13]([C:24](O)=[O:25])[CH2:12]1)=[O:10])[C:2]1[CH:7]=[CH:6][CH:5]=[CH:4][CH:3]=1.[F:27][C:28]1[CH:41]=[CH:40][C:31]([O:32][C:33]2[CH:39]=[CH:38][C:36]([NH2:37])=[CH:35][CH:34]=2)=[CH:30][CH:29]=1.CCN(C(C)C)C(C)C.CN(C(ON1N=NC2C=CC=NC1=2)=[N+](C)C)C.F[P-](F)(F)(F)(F)F, predict the reaction product. The product is: [F:27][C:28]1[CH:41]=[CH:40][C:31]([O:32][C:33]2[CH:39]=[CH:38][C:36]([NH:37][C:24]([C@@H:13]3[CH2:12][N:11]([C:9]([O:8][CH2:1][C:2]4[CH:3]=[CH:4][CH:5]=[CH:6][CH:7]=4)=[O:10])[CH2:16][CH2:15][N:14]3[C:17]([O:19][C:20]([CH3:23])([CH3:22])[CH3:21])=[O:18])=[O:25])=[CH:35][CH:34]=2)=[CH:30][CH:29]=1. (3) Given the reactants CCN(C(C)C)C(C)C.[F:10][C:11]([F:28])([F:27])[O:12][C:13]1[CH:14]=[CH:15][CH:16]=[C:17]2[C:22]=1[O:21][C:20](=[O:23])[C:19]([C:24]([OH:26])=O)=[CH:18]2.CN(C(ON1N=NC2C=CC=NC1=2)=[N+](C)C)C.F[P-](F)(F)(F)(F)F.[CH3:53][O:54][C:55]1[CH:60]=[CH:59][C:58]([C:61]2[CH:66]=[CH:65][CH:64]=[C:63]([NH2:67])[CH:62]=2)=[CH:57][CH:56]=1, predict the reaction product. The product is: [CH3:53][O:54][C:55]1[CH:56]=[CH:57][C:58]([C:61]2[CH:66]=[CH:65][CH:64]=[C:63]([NH:67][C:24]([C:19]3[C:20](=[O:23])[O:21][C:22]4[C:17]([CH:18]=3)=[CH:16][CH:15]=[CH:14][C:13]=4[O:12][C:11]([F:10])([F:28])[F:27])=[O:26])[CH:62]=2)=[CH:59][CH:60]=1.